From a dataset of Full USPTO retrosynthesis dataset with 1.9M reactions from patents (1976-2016). Predict the reactants needed to synthesize the given product. (1) Given the product [Br:10][C:8]1[CH:7]=[CH:6][C:5]([O:11][CH2:14][CH2:15][CH2:16][CH2:17][CH2:18][CH2:19][CH3:20])=[C:4]([CH:9]=1)[C:3]([OH:2])=[O:12], predict the reactants needed to synthesize it. The reactants are: C[O:2][C:3](=[O:12])[C:4]1[CH:9]=[C:8]([Br:10])[CH:7]=[CH:6][C:5]=1[OH:11].I[CH2:14][CH2:15][CH2:16][CH2:17][CH2:18][CH2:19][CH3:20].C(=O)([O-])[O-].[K+].[K+]. (2) Given the product [CH:1]([O:4][C:5]1[CH:14]=[C:13]([C:15]([F:18])([F:17])[F:16])[C:12]2[CH:11]=[C:10]3[N:19]([CH2:26][C:27]([F:30])([F:29])[F:28])[CH2:20][CH2:21][S:22][C:9]3=[CH:8][C:7]=2[N:6]=1)([CH3:3])[CH3:2], predict the reactants needed to synthesize it. The reactants are: [CH:1]([O:4][C:5]1[CH:14]=[C:13]([C:15]([F:18])([F:17])[F:16])[C:12]2[CH:11]=[C:10]3[NH:19][CH2:20][CH2:21][S:22][C:9]3=[CH:8][C:7]=2[N:6]=1)([CH3:3])[CH3:2].C(O[CH:26](O)[C:27]([F:30])([F:29])[F:28])C.[BH3-]C#N.[Na+]. (3) Given the product [CH3:78][N:77]([CH3:79])[C@@H:74]1[CH2:75][CH2:76][N:72]([C:70]([C:16]2[S:17][C:10]3[C:11](=[N:12][CH:13]=[CH:14][C:9]=3[O:8][C:7]3[CH:6]=[CH:5][C:4]([NH:18][C:19](=[O:30])[CH2:20][C:21]([NH:23][C:24]4[CH:25]=[CH:26][CH:27]=[CH:28][CH:29]=4)=[O:22])=[CH:3][C:2]=3[F:1])[CH:15]=2)=[O:71])[CH2:73]1, predict the reactants needed to synthesize it. The reactants are: [F:1][C:2]1[CH:3]=[C:4]([NH:18][C:19](=[O:30])[CH2:20][C:21]([NH:23][C:24]2[CH:29]=[CH:28][CH:27]=[CH:26][CH:25]=2)=[O:22])[CH:5]=[CH:6][C:7]=1[O:8][C:9]1[CH:14]=[CH:13][N:12]=[C:11]2[CH:15]=[CH:16][S:17][C:10]=12.FC1C=C(N)C=CC=1OC1C=CN=C2C=C(C3N(C)C=CN=3)SC=12.NC1C=CC(OC2C=CN=C3C=C([C:70]([N:72]4[CH2:76][CH2:75][C@@H:74]([N:77]([CH3:79])[CH3:78])[CH2:73]4)=[O:71])SC=23)=C(F)C=1. (4) Given the product [F:19][C:20]1[CH:21]=[C:22]([CH:26]=[C:27]([C:29]([F:30])([F:31])[F:32])[CH:28]=1)[C:23]([NH:1][CH2:2][CH:3]1[CH2:8][CH2:7][N:6]([CH2:9][CH2:10][NH:11][C:12](=[O:18])[O:13][C:14]([CH3:15])([CH3:17])[CH3:16])[CH2:5][CH2:4]1)=[O:24], predict the reactants needed to synthesize it. The reactants are: [NH2:1][CH2:2][CH:3]1[CH2:8][CH2:7][N:6]([CH2:9][CH2:10][NH:11][C:12](=[O:18])[O:13][C:14]([CH3:17])([CH3:16])[CH3:15])[CH2:5][CH2:4]1.[F:19][C:20]1[CH:21]=[C:22]([CH:26]=[C:27]([C:29]([F:32])([F:31])[F:30])[CH:28]=1)[C:23](O)=[O:24].CN(C(ON1N=NC2C=CC=NC1=2)=[N+](C)C)C.F[P-](F)(F)(F)(F)F.C([O-])(O)=O.[Na+]. (5) Given the product [C:1]([Si:5]([CH3:23])([CH3:24])[O:6][C@@H:7]1[CH2:8][O:9][C@@H:10]2[C@@H:14]([C:30]#[C:29][Si:26]([CH3:28])([CH3:27])[CH3:25])[CH2:13][O:12][C@H:11]12)([CH3:2])([CH3:3])[CH3:4], predict the reactants needed to synthesize it. The reactants are: [C:1]([Si:5]([CH3:24])([CH3:23])[O:6][C@H:7]1[C@H:11]2[O:12][CH2:13][C@@H:14](OS(C(F)(F)F)(=O)=O)[C@H:10]2[O:9][CH2:8]1)([CH3:4])([CH3:3])[CH3:2].[CH3:25][Si:26]([C:29]#[CH:30])([CH3:28])[CH3:27]. (6) Given the product [Br:32][CH2:33][CH2:34][CH2:35][CH2:36][O:27][C:25](=[O:26])[CH2:24][CH:23]([OH:28])[CH:22]([OH:41])[CH2:21][CH2:20][CH2:19][CH:14]1[CH:13]2[C:12](=[CH:11][CH:10]([OH:30])[CH2:9][CH:8]2[O:7][C:5](=[O:6])[CH:3]([CH3:4])[CH2:2][CH3:1])[CH:17]=[CH:16][CH:15]1[CH3:18], predict the reactants needed to synthesize it. The reactants are: [CH3:1][CH2:2][C@@H:3]([C:5]([O:7][C@@H:8]1[C@@H:13]2[C@@H:14]([CH2:19][CH2:20][C@@H:21](O)[CH2:22][C@@H:23]([OH:28])[CH2:24][C:25]([O-:27])=[O:26])[C@@H:15]([CH3:18])[CH:16]=[CH:17][C:12]2=[CH:11][C@@H:10]([OH:30])[CH2:9]1)=[O:6])[CH3:4].[Na+].[Br:32][CH2:33][CH2:34][CH2:35][CH2:36]Br.O.C([O:41]CC)C. (7) The reactants are: Br[C:2]1[CH:7]=[CH:6][C:5]([Cl:8])=[C:4]([CH2:9][C:10]2[CH:15]=[CH:14][C:13]([CH2:16][CH2:17][CH2:18][O:19][CH:20]3[CH2:22][CH2:21]3)=[CH:12][CH:11]=2)[CH:3]=1.[Li][CH2:24]CCC.C[Si](C)(C)[O:30][C@@H:31]1[C@@H:36]([O:37][Si](C)(C)C)[C@H:35]([O:42][Si](C)(C)C)[C@@H:34]([CH2:47][O:48][Si](C)(C)C)[O:33][C:32]1=[O:53].CS(O)(=O)=O. Given the product [Cl:8][C:5]1[CH:6]=[CH:7][C:2]([C:32]2([O:53][CH3:24])[C@H:31]([OH:30])[C@@H:36]([OH:37])[C@H:35]([OH:42])[C@@H:34]([CH2:47][OH:48])[O:33]2)=[CH:3][C:4]=1[CH2:9][C:10]1[CH:15]=[CH:14][C:13]([CH2:16][CH2:17][CH2:18][O:19][CH:20]2[CH2:22][CH2:21]2)=[CH:12][CH:11]=1, predict the reactants needed to synthesize it. (8) Given the product [F:42][CH:2]([F:1])[O:3][C:4]1[CH:9]=[CH:8][C:7]([C:10]2[CH:11]=[N:12][C:13]([NH:16][C:17]3[CH:18]=[CH:19][C:20]([CH3:41])=[C:21]([NH:23][C:24]([N:26]4[CH2:33][C:30]5([CH2:32][CH2:31]5)[NH:29][CH2:28][CH2:27]4)=[O:25])[CH:22]=3)=[N:14][CH:15]=2)=[CH:6][CH:5]=1, predict the reactants needed to synthesize it. The reactants are: [F:1][CH:2]([F:42])[O:3][C:4]1[CH:9]=[CH:8][C:7]([C:10]2[CH:11]=[N:12][C:13]([NH:16][C:17]3[CH:18]=[CH:19][C:20]([CH3:41])=[C:21]([NH:23][C:24]([N:26]4[CH2:33][C:30]5([CH2:32][CH2:31]5)[N:29](CC5C=CC=CC=5)[CH2:28][CH2:27]4)=[O:25])[CH:22]=3)=[N:14][CH:15]=2)=[CH:6][CH:5]=1.[H][H]. (9) Given the product [C:22]([C@@:19]1([CH:24]2[CH2:25][CH2:26]2)[CH2:20][CH2:21][N:17]([C:15]2[CH:14]=[CH:13][N:12]=[C:11]([NH:10][C:6]3[CH:5]=[C:4]([NH:3][C:35](=[O:37])[CH3:36])[N:8]([CH3:9])[N:7]=3)[CH:16]=2)[C:18]1=[O:27])#[N:23], predict the reactants needed to synthesize it. The reactants are: Cl.Cl.[NH2:3][C:4]1[N:8]([CH3:9])[N:7]=[C:6]([NH:10][C:11]2[CH:16]=[C:15]([N:17]3[CH2:21][CH2:20][C@:19]([CH:24]4[CH2:26][CH2:25]4)([C:22]#[N:23])[C:18]3=[O:27])[CH:14]=[CH:13][N:12]=2)[CH:5]=1.C(N(CC)CC)C.[C:35](OC(=O)C)(=[O:37])[CH3:36].C(=O)([O-])O.[Na+].